This data is from Peptide-MHC class I binding affinity with 185,985 pairs from IEDB/IMGT. The task is: Regression. Given a peptide amino acid sequence and an MHC pseudo amino acid sequence, predict their binding affinity value. This is MHC class I binding data. The peptide sequence is YIYDGKVNY. The MHC is HLA-A02:12 with pseudo-sequence HLA-A02:12. The binding affinity (normalized) is 0.0847.